The task is: Predict the product of the given reaction.. This data is from Forward reaction prediction with 1.9M reactions from USPTO patents (1976-2016). (1) Given the reactants Br[C:2]1[CH:3]=[N:4][C:5]2[N:6]([CH:8]=[C:9]([CH2:11][O:12][C:13]3[CH:18]=[CH:17][N:16]=[C:15]([F:19])[CH:14]=3)[N:10]=2)[CH:7]=1.[F:20][C:21]1[C:26]([F:27])=[CH:25][CH:24]=[CH:23][C:22]=1B(O)O, predict the reaction product. The product is: [F:20][C:21]1[C:26]([F:27])=[CH:25][CH:24]=[CH:23][C:22]=1[C:2]1[CH:3]=[N:4][C:5]2[N:6]([CH:8]=[C:9]([CH2:11][O:12][C:13]3[CH:18]=[CH:17][N:16]=[C:15]([F:19])[CH:14]=3)[N:10]=2)[CH:7]=1. (2) Given the reactants [Br:1]Br.O1CCOCC1.[CH3:9][C:10]1([C:15]2([C:18]([NH:20][C@@H:21]([C:23]3[CH:28]=[CH:27][CH:26]=[CH:25][CH:24]=3)[CH3:22])=[O:19])[CH2:17][CH2:16]2)[O:14][CH2:13][CH2:12][O:11]1.S([O-])([O-])(=O)=S.[Na+].[Na+], predict the reaction product. The product is: [Br:1][CH2:9][C:10]1([C:15]2([C:18]([NH:20][C@@H:21]([C:23]3[CH:24]=[CH:25][CH:26]=[CH:27][CH:28]=3)[CH3:22])=[O:19])[CH2:16][CH2:17]2)[O:14][CH2:13][CH2:12][O:11]1.